This data is from Catalyst prediction with 721,799 reactions and 888 catalyst types from USPTO. The task is: Predict which catalyst facilitates the given reaction. (1) Reactant: [CH3:1][O:2][C:3](=[O:26])[CH:4]([N:9]1[CH:14]=[CH:13][C:12]([O:15][C:16]2[CH:21]=[CH:20][CH:19]=[C:18]([F:22])[C:17]=2[F:23])=[C:11](I)[C:10]1=[O:25])[CH2:5][CH:6]([CH3:8])[CH3:7]. Product: [CH3:1][O:2][C:3](=[O:26])[CH:4]([N:9]1[CH:14]=[CH:13][C:12]([O:15][C:16]2[CH:21]=[CH:20][CH:19]=[C:18]([F:22])[C:17]=2[F:23])=[CH:11][C:10]1=[O:25])[CH2:5][CH:6]([CH3:8])[CH3:7]. The catalyst class is: 183. (2) Reactant: Br[C:2]1[CH:10]=[C:9]([F:11])[CH:8]=[C:7]2[C:3]=1[CH2:4][CH2:5][C:6]2=[O:12].[CH3:13][N:14](C=O)C. Product: [F:11][C:9]1[CH:10]=[C:2]([C:13]#[N:14])[C:3]2[CH2:4][CH2:5][C:6](=[O:12])[C:7]=2[CH:8]=1. The catalyst class is: 380. (3) Reactant: F[C:2]1[CH:9]=[CH:8][C:5]([C:6]#[N:7])=[CH:4][CH:3]=1.[NH:10]1[CH2:15][CH2:14][CH2:13][CH2:12][CH2:11]1.C(=O)([O-])[O-].[K+].[K+]. The catalyst class is: 9. Product: [N:10]1([C:2]2[CH:9]=[CH:8][C:5]([C:6]#[N:7])=[CH:4][CH:3]=2)[CH2:15][CH2:14][CH2:13][CH2:12][CH2:11]1.